From a dataset of Reaction yield outcomes from USPTO patents with 853,638 reactions. Predict the reaction yield, written as a fraction of the theoretical maximum amount of product (1.0 means a 100% yield; for example, 0.34 means a 34% yield). (1) The reactants are [Cl:1][C:2]1[N:10]=[C:9]2[C:5]([N:6]=[C:7]([CH2:12]P(=O)(OC)OC)[N:8]2[CH3:11])=[C:4]([N:19]2[CH2:24][CH2:23][O:22][CH2:21][CH2:20]2)[N:3]=1.[Li+].CC([N-]C(C)C)C.[C:33]([N:40]1[CH2:45][CH2:44][C:43](=O)[CH2:42][CH2:41]1)([O:35][C:36]([CH3:39])([CH3:38])[CH3:37])=[O:34]. The catalyst is C1COCC1. The product is [Cl:1][C:2]1[N:10]=[C:9]2[C:5]([N:6]=[C:7]([CH:12]=[C:43]3[CH2:44][CH2:45][N:40]([C:33]([O:35][C:36]([CH3:39])([CH3:38])[CH3:37])=[O:34])[CH2:41][CH2:42]3)[N:8]2[CH3:11])=[C:4]([N:19]2[CH2:20][CH2:21][O:22][CH2:23][CH2:24]2)[N:3]=1. The yield is 0.910. (2) The reactants are C(OC([N:11]1[CH2:23][CH2:22][C:21]2[C:20]3[C:15](=[CH:16][CH:17]=[CH:18][CH:19]=3)[N:14]([CH3:24])[C:13]=2[CH2:12]1)=O)C1C=CC=CC=1.[ClH:25]. The catalyst is CO.CCOC(C)=O.[Pd]. The product is [ClH:25].[CH3:24][N:14]1[C:15]2[C:20](=[CH:19][CH:18]=[CH:17][CH:16]=2)[C:21]2[CH2:22][CH2:23][NH:11][CH2:12][C:13]1=2. The yield is 0.920. (3) The reactants are C(OC(=O)[NH:7][C@H:8]1[CH2:13][CH2:12][CH2:11][CH2:10][C@H:9]1[NH:14][C:15]1[N:16]=[CH:17][C:18]2[C:24]([CH:25]([F:27])[F:26])=[N:23][CH:22]=[C:21]([C:28]3[CH:29]=[N:30][N:31]([CH3:33])[CH:32]=3)[C:19]=2[N:20]=1)(C)(C)C.Cl. The catalyst is C(OC(=O)C)C. The product is [F:27][CH:25]([F:26])[C:24]1[C:18]2[CH:17]=[N:16][C:15]([NH:14][C@@H:9]3[CH2:10][CH2:11][CH2:12][CH2:13][C@@H:8]3[NH2:7])=[N:20][C:19]=2[C:21]([C:28]2[CH:29]=[N:30][N:31]([CH3:33])[CH:32]=2)=[CH:22][N:23]=1. The yield is 0.990. (4) The yield is 0.950. The reactants are [F:1][C:2]1[CH:9]=[C:8]([F:10])[CH:7]=[C:6]([O:11][CH3:12])[C:3]=1[CH:4]=O.[NH2:13]OS(O)(=O)=O. The catalyst is O. The product is [F:1][C:2]1[CH:9]=[C:8]([F:10])[CH:7]=[C:6]([O:11][CH3:12])[C:3]=1[C:4]#[N:13]. (5) The reactants are [C:1]([O:5][C:6]([NH:8][C:9]([CH3:14])([C:11]([OH:13])=[O:12])[CH3:10])=[O:7])([CH3:4])([CH3:3])[CH3:2].[CH:15]1(O)[CH2:19][CH2:18][CH2:17][CH2:16]1.CCN=C=NCCCN(C)C. The catalyst is C(Cl)Cl.CN(C1C=CN=CC=1)C.CCOC(C)=O. The product is [C:1]([O:5][C:6]([NH:8][C:9]([CH3:14])([C:11]([O:13][CH:15]1[CH2:19][CH2:18][CH2:17][CH2:16]1)=[O:12])[CH3:10])=[O:7])([CH3:4])([CH3:2])[CH3:3]. The yield is 0.200. (6) The reactants are [NH2:1][C:2]1[CH:3]=[CH:4][C:5]2[CH2:11][CH2:10][CH2:9][C:8](=[O:12])[NH:7][C:6]=2[CH:13]=1.Cl[C:15]1[N:20]=[C:19]([NH:21][C:22]2[CH:27]=[CH:26][CH:25]=[CH:24][C:23]=2[S:28]([N:31]2[CH2:35][CH2:34][CH2:33][CH2:32]2)(=[O:30])=[O:29])[C:18]([Cl:36])=[CH:17][N:16]=1.C12(CS(O)(=O)=O)C(C)(C)C(CC1)CC2=O.C(=O)(O)[O-].[Na+]. The catalyst is C(O)(C)C.O. The product is [Cl:36][C:18]1[C:19]([NH:21][C:22]2[CH:27]=[CH:26][CH:25]=[CH:24][C:23]=2[S:28]([N:31]2[CH2:35][CH2:34][CH2:33][CH2:32]2)(=[O:30])=[O:29])=[N:20][C:15]([NH:1][C:2]2[CH:3]=[CH:4][C:5]3[CH2:11][CH2:10][CH2:9][C:8](=[O:12])[NH:7][C:6]=3[CH:13]=2)=[N:16][CH:17]=1. The yield is 0.600. (7) The reactants are CC(C)([O-])C.[Na+].[CH3:7][C:8]([C:10]1[CH:11]=[CH:12][C:13]([OH:16])=[CH:14][CH:15]=1)=[O:9].[C:17](OCC)(=[O:22])[CH2:18][CH2:19][CH2:20][CH3:21].CC(C)([O-])C.[Na+].C1COCC1. The catalyst is C1COCC1. The product is [OH:16][C:13]1[CH:14]=[CH:15][C:10]([C:8](=[O:9])[CH2:7][C:17](=[O:22])[CH2:18][CH2:19][CH2:20][CH3:21])=[CH:11][CH:12]=1. The yield is 0.675. (8) The reactants are [F:1][C:2]1[CH:3]=[C:4]([C:13]2[CH:18]=[CH:17][C:16]([O:19][CH3:20])=[CH:15][CH:14]=2)[CH:5]=[C:6]2[C:11]=1[CH:10]=[C:9]([OH:12])[CH:8]=[CH:7]2.C1C(=O)N([Cl:28])C(=O)C1. The catalyst is C1COCC1. The product is [Cl:28][C:10]1[C:11]2[C:6](=[CH:5][C:4]([C:13]3[CH:14]=[CH:15][C:16]([O:19][CH3:20])=[CH:17][CH:18]=3)=[CH:3][C:2]=2[F:1])[CH:7]=[CH:8][C:9]=1[OH:12]. The yield is 0.840. (9) The reactants are C(N(CC)CC)C.[NH2:8][C:9]1[C:10]([S:18][CH3:19])=[N:11][C:12]([CH3:17])=[CH:13][C:14]=1[S:15][CH3:16].[CH2:20]1C[O:23][CH2:22][CH2:21]1. The catalyst is O. The product is [CH3:19][S:18][C:10]1[C:9]([NH:8][C:22](=[O:23])[CH:21]=[CH2:20])=[C:14]([S:15][CH3:16])[CH:13]=[C:12]([CH3:17])[N:11]=1. The yield is 0.440. (10) The reactants are [Si]([O:8][CH2:9][C@H:10]1[CH2:14][CH2:13][C:12](=[O:15])[N:11]1[C:16]1[CH:46]=[C:45]([F:47])[CH:44]=[CH:43][C:17]=1[CH2:18][NH:19][C:20]([C:22]1[N:23]=[C:24]2[N:29]([C:30](=[O:40])[C:31]=1[O:32][CH2:33][C:34]1[CH:39]=[CH:38][CH:37]=[CH:36][CH:35]=1)[CH2:28][CH2:27][O:26][C:25]2([CH3:42])[CH3:41])=[O:21])(C(C)(C)C)(C)C.[F-].C([N+](CCCC)(CCCC)CCCC)CCC.C([O-])(O)=O.[Na+]. The catalyst is O1CCCC1. The product is [F:47][C:45]1[CH:44]=[CH:43][C:17]([CH2:18][NH:19][C:20]([C:22]2[N:23]=[C:24]3[N:29]([C:30](=[O:40])[C:31]=2[O:32][CH2:33][C:34]2[CH:39]=[CH:38][CH:37]=[CH:36][CH:35]=2)[CH2:28][CH2:27][O:26][C:25]3([CH3:42])[CH3:41])=[O:21])=[C:16]([N:11]2[C:12](=[O:15])[CH2:13][CH2:14][C@@H:10]2[CH2:9][OH:8])[CH:46]=1. The yield is 0.730.